Task: Predict the reaction yield, written as a fraction of the theoretical maximum amount of product (1.0 means a 100% yield; for example, 0.34 means a 34% yield).. Dataset: Reaction yield outcomes from USPTO patents with 853,638 reactions The reactants are [CH:1]1([N:6]2[CH2:12][C:11]3([CH2:14][CH2:13]3)[C:10](=[O:15])[N:9]([CH3:16])[C:8]3[CH:17]=[N:18][C:19]([NH:21][C:22]4[CH:30]=[CH:29][C:25]([C:26](O)=[O:27])=[CH:24][C:23]=4[F:31])=[N:20][C:7]2=3)[CH2:5][CH2:4][CH2:3][CH2:2]1.CCN(C(C)C)C(C)C.CN(C(ON1N=NC2C=CC=CC1=2)=[N+](C)C)C.[B-](F)(F)(F)F.[NH2:63][N:64]1[CH2:69][CH2:68][N:67]([CH3:70])[CH2:66][CH2:65]1. The catalyst is C(Cl)Cl. The product is [CH:1]1([N:6]2[CH2:12][C:11]3([CH2:14][CH2:13]3)[C:10](=[O:15])[N:9]([CH3:16])[C:8]3[CH:17]=[N:18][C:19]([NH:21][C:22]4[CH:30]=[CH:29][C:25]([C:26]([NH:63][N:64]5[CH2:69][CH2:68][N:67]([CH3:70])[CH2:66][CH2:65]5)=[O:27])=[CH:24][C:23]=4[F:31])=[N:20][C:7]2=3)[CH2:5][CH2:4][CH2:3][CH2:2]1. The yield is 0.440.